From a dataset of Full USPTO retrosynthesis dataset with 1.9M reactions from patents (1976-2016). Predict the reactants needed to synthesize the given product. (1) Given the product [Cl:7][C:8]1[C:18]2[N:17]3[CH2:19][CH2:20][CH2:21][C@@H:22]([NH:23][CH2:24][CH2:25][O:4][CH3:1])[C@H:16]3[C:15]3[CH:30]=[CH:31][CH:32]=[CH:33][C:14]=3[O:13][C:12]=2[CH:11]=[CH:10][C:9]=1[Cl:34], predict the reactants needed to synthesize it. The reactants are: [C:1]([O-:4])([O-])=O.[K+].[K+].[Cl:7][C:8]1[C:18]2[N:17]3[CH2:19][CH2:20][CH2:21][C@@H:22]([NH:23][C:24](=O)[C:25](F)(F)F)[C@H:16]3[C:15]3[CH:30]=[CH:31][CH:32]=[CH:33][C:14]=3[O:13][C:12]=2[CH:11]=[CH:10][C:9]=1[Cl:34]. (2) Given the product [F:1][C:2]([F:17])([F:18])[C:3]([NH:5][CH:6]([CH3:16])[CH2:7][C:8]1[CH:9]=[C:10]([O:14][CH3:15])[CH:11]=[CH:12][C:13]=1[I:24])=[O:4], predict the reactants needed to synthesize it. The reactants are: [F:1][C:2]([F:18])([F:17])[C:3]([NH:5][CH:6]([CH3:16])[CH2:7][C:8]1[CH:13]=[CH:12][CH:11]=[C:10]([O:14][CH3:15])[CH:9]=1)=[O:4].C([O-])([O-])=O.[Ca+2].[I:24]Cl. (3) The reactants are: [F:1][C:2]1[CH:7]=[C:6]([CH:8]=[CH:9][N+:10]([O-])=O)[CH:5]=[CH:4][C:3]=1[C:13]([F:16])([F:15])[F:14].Cl[Si](C)(C)C.[Li+].[BH4-]. Given the product [F:1][C:2]1[CH:7]=[C:6]([CH2:8][CH2:9][NH2:10])[CH:5]=[CH:4][C:3]=1[C:13]([F:15])([F:16])[F:14], predict the reactants needed to synthesize it. (4) The reactants are: Br[CH2:2][CH2:3][C:4]1[CH:8]=[C:7]([C:9]2[CH:14]=[CH:13][C:12]([S:15]([CH3:18])(=[O:17])=[O:16])=[CH:11][CH:10]=2)[N:6]([C:19]2[CH:24]=[CH:23][C:22]([F:25])=[CH:21][CH:20]=2)[C:5]=1[CH3:26].[I-].[Na+].[C:29]1(=[O:39])[NH:33][C:32](=[O:34])[C:31]2=[CH:35][CH:36]=[CH:37][CH:38]=[C:30]12.[K]. Given the product [C:29]1(=[O:39])[N:33]([CH2:2][CH2:3][C:4]2[CH:8]=[C:7]([C:9]3[CH:14]=[CH:13][C:12]([S:15]([CH3:18])(=[O:17])=[O:16])=[CH:11][CH:10]=3)[N:6]([C:19]3[CH:24]=[CH:23][C:22]([F:25])=[CH:21][CH:20]=3)[C:5]=2[CH3:26])[C:32](=[O:34])[C:31]2=[CH:35][CH:36]=[CH:37][CH:38]=[C:30]12, predict the reactants needed to synthesize it. (5) Given the product [CH:1]([N:14]1[CH2:15][CH2:16][N:17]([CH2:20][CH:21]2[O:25][C:24](=[O:26])[N:23]([CH2:27][C:28]3[CH:33]=[CH:32][CH:31]=[CH:30][CH:29]=3)[CH2:22]2)[CH2:18][CH2:19]1)([C:8]1[CH:9]=[CH:10][CH:11]=[CH:12][CH:13]=1)[C:2]1[CH:7]=[CH:6][CH:5]=[CH:4][CH:3]=1, predict the reactants needed to synthesize it. The reactants are: [CH:1]([N:14]1[CH2:19][CH2:18][N:17]([CH2:20][CH:21]2[O:25][C:24](=[O:26])[N:23]([CH2:27][C:28]3[CH:33]=[CH:32][C:31](F)=[CH:30][CH:29]=3)[CH2:22]2)[CH2:16][CH2:15]1)([C:8]1[CH:13]=[CH:12][CH:11]=[CH:10][CH:9]=1)[C:2]1[CH:7]=[CH:6][CH:5]=[CH:4][CH:3]=1.CC1C=CC(S(OC)(=O)=O)=CC=1.CC1C=CC(S(OCC2OC(=O)N(CC3C=CC(F)=CC=3)C2)(=O)=O)=CC=1.